This data is from Catalyst prediction with 721,799 reactions and 888 catalyst types from USPTO. The task is: Predict which catalyst facilitates the given reaction. Reactant: FC(F)(F)S([O:6][Si:7]([CH2:12][CH3:13])([CH2:10][CH3:11])[CH2:8][CH3:9])(=O)=O.O[C@H:17]([C:21]([CH3:38])=[CH:22][C:23]1[N:24]=[C:25]([CH2:28][O:29][C:30]([O:32][CH2:33][C:34]([Cl:37])([Cl:36])[Cl:35])=[O:31])[S:26][CH:27]=1)[CH2:18][CH:19]=[CH2:20].N1C(C)=CC=CC=1C.Cl. Product: [CH2:12]([Si:7]([CH2:8][CH3:9])([CH2:10][CH3:11])[O:6][C@H:17]([C:21]([CH3:38])=[CH:22][C:23]1[N:24]=[C:25]([CH2:28][O:29][C:30]([O:32][CH2:33][C:34]([Cl:36])([Cl:37])[Cl:35])=[O:31])[S:26][CH:27]=1)[CH2:18][CH:19]=[CH2:20])[CH3:13]. The catalyst class is: 2.